Regression. Given two drug SMILES strings and cell line genomic features, predict the synergy score measuring deviation from expected non-interaction effect. From a dataset of NCI-60 drug combinations with 297,098 pairs across 59 cell lines. (1) Drug 1: CC(C1=C(C=CC(=C1Cl)F)Cl)OC2=C(N=CC(=C2)C3=CN(N=C3)C4CCNCC4)N. Drug 2: CNC(=O)C1=NC=CC(=C1)OC2=CC=C(C=C2)NC(=O)NC3=CC(=C(C=C3)Cl)C(F)(F)F. Cell line: A498. Synergy scores: CSS=20.4, Synergy_ZIP=-6.43, Synergy_Bliss=-4.84, Synergy_Loewe=-8.34, Synergy_HSA=-5.18. (2) Drug 2: C(CN)CNCCSP(=O)(O)O. Cell line: OVCAR-5. Drug 1: CC1=C(N=C(N=C1N)C(CC(=O)N)NCC(C(=O)N)N)C(=O)NC(C(C2=CN=CN2)OC3C(C(C(C(O3)CO)O)O)OC4C(C(C(C(O4)CO)O)OC(=O)N)O)C(=O)NC(C)C(C(C)C(=O)NC(C(C)O)C(=O)NCCC5=NC(=CS5)C6=NC(=CS6)C(=O)NCCC[S+](C)C)O. Synergy scores: CSS=34.3, Synergy_ZIP=-12.9, Synergy_Bliss=-2.84, Synergy_Loewe=-51.0, Synergy_HSA=-2.54. (3) Drug 1: C1=C(C(=O)NC(=O)N1)N(CCCl)CCCl. Drug 2: CCN(CC)CCCC(C)NC1=C2C=C(C=CC2=NC3=C1C=CC(=C3)Cl)OC. Cell line: HCC-2998. Synergy scores: CSS=28.4, Synergy_ZIP=-1.92, Synergy_Bliss=-5.94, Synergy_Loewe=-15.7, Synergy_HSA=-3.25. (4) Drug 1: C1CC(=O)NC(=O)C1N2C(=O)C3=CC=CC=C3C2=O. Drug 2: C(CN)CNCCSP(=O)(O)O. Cell line: U251. Synergy scores: CSS=-10.7, Synergy_ZIP=14.2, Synergy_Bliss=3.53, Synergy_Loewe=-16.7, Synergy_HSA=-14.9. (5) Drug 1: CCC1(CC2CC(C3=C(CCN(C2)C1)C4=CC=CC=C4N3)(C5=C(C=C6C(=C5)C78CCN9C7C(C=CC9)(C(C(C8N6C=O)(C(=O)OC)O)OC(=O)C)CC)OC)C(=O)OC)O.OS(=O)(=O)O. Drug 2: N.N.Cl[Pt+2]Cl. Cell line: U251. Synergy scores: CSS=73.0, Synergy_ZIP=-2.42, Synergy_Bliss=-3.09, Synergy_Loewe=-9.95, Synergy_HSA=0.223. (6) Synergy scores: CSS=39.3, Synergy_ZIP=-1.01, Synergy_Bliss=2.11, Synergy_Loewe=-32.1, Synergy_HSA=1.71. Drug 1: CC1=CC2C(CCC3(C2CCC3(C(=O)C)OC(=O)C)C)C4(C1=CC(=O)CC4)C. Cell line: OVCAR-8. Drug 2: C1=NC2=C(N1)C(=S)N=C(N2)N. (7) Drug 1: CCC1=C2CN3C(=CC4=C(C3=O)COC(=O)C4(CC)O)C2=NC5=C1C=C(C=C5)O. Drug 2: C1CN1C2=NC(=NC(=N2)N3CC3)N4CC4. Cell line: UACC62. Synergy scores: CSS=59.6, Synergy_ZIP=-2.74, Synergy_Bliss=-2.40, Synergy_Loewe=0.305, Synergy_HSA=2.26. (8) Drug 1: C1=CC(=CC=C1C#N)C(C2=CC=C(C=C2)C#N)N3C=NC=N3. Drug 2: CN(CCCl)CCCl.Cl. Cell line: NCI-H322M. Synergy scores: CSS=1.16, Synergy_ZIP=0.158, Synergy_Bliss=-0.558, Synergy_Loewe=-0.501, Synergy_HSA=-2.32.